From a dataset of Catalyst prediction with 721,799 reactions and 888 catalyst types from USPTO. Predict which catalyst facilitates the given reaction. Reactant: Cl[C:2]1[C:3]2[CH:10]=[CH:9][N:8]([S:11]([C:14]3[CH:20]=[CH:19][C:17]([CH3:18])=[CH:16][CH:15]=3)(=[O:13])=[O:12])[C:4]=2[N:5]=[CH:6][N:7]=1.[C:21]1(B(O)O)[CH2:25][CH2:24][CH2:23][CH:22]=1.CC([O-])=O.[K+]. Product: [C:21]1([C:2]2[C:3]3[CH:10]=[CH:9][N:8]([S:11]([C:14]4[CH:20]=[CH:19][C:17]([CH3:18])=[CH:16][CH:15]=4)(=[O:13])=[O:12])[C:4]=3[N:5]=[CH:6][N:7]=2)[CH2:25][CH2:24][CH2:23][CH:22]=1. The catalyst class is: 77.